This data is from Forward reaction prediction with 1.9M reactions from USPTO patents (1976-2016). The task is: Predict the product of the given reaction. (1) Given the reactants [B-](F)(F)(F)F.[B-](F)(F)(F)F.C1[N+]2(CCl)CC[N+]([F:21])(CC2)C1.[CH3:22][N:23]([CH3:38])/[CH:24]=[CH:25]/[C:26]([C:28]1[N:32]([CH3:33])[C:31]([C:34]([F:37])([F:36])[F:35])=[N:30][CH:29]=1)=[O:27], predict the reaction product. The product is: [CH3:38][N:23]([CH3:22])/[CH:24]=[C:25](\[F:21])/[C:26]([C:28]1[N:32]([CH3:33])[C:31]([C:34]([F:37])([F:36])[F:35])=[N:30][CH:29]=1)=[O:27]. (2) Given the reactants C(N(CC)CC)C.COCCBr.[Cl:13]C1C=CC(N[C:19]2[C:28]3[C:23](=[CH:24][C:25](OCCNC)=[C:26](OC)[CH:27]=3)[N:22]=[CH:21][N:20]=2)=C(F)C=1, predict the reaction product. The product is: [ClH:13].[N:22]1[C:23]2[C:28](=[CH:27][CH:26]=[CH:25][CH:24]=2)[CH:19]=[N:20][CH:21]=1. (3) Given the reactants C1C=CC2N(O)N=NC=2C=1.Cl.Cl.[CH:13]1([CH2:16][N:17]2[CH2:23][CH2:22][CH2:21][NH:20][CH2:19][CH2:18]2)[CH2:15][CH2:14]1.[C:24]([O:28][C:29]([N:31]1[CH2:35][CH2:34][C@H:33]([C:36](O)=[O:37])[CH2:32]1)=[O:30])([CH3:27])([CH3:26])[CH3:25].C(N(C(C)C)CC)(C)C, predict the reaction product. The product is: [CH:13]1([CH2:16][N:17]2[CH2:23][CH2:22][CH2:21][N:20]([C:36]([C@H:33]3[CH2:34][CH2:35][N:31]([C:29]([O:28][C:24]([CH3:27])([CH3:26])[CH3:25])=[O:30])[CH2:32]3)=[O:37])[CH2:19][CH2:18]2)[CH2:14][CH2:15]1. (4) Given the reactants [CH3:1][C:2]1[CH:11]=[CH:10][C:5]2[NH:6][C:7](=O)[NH:8][C:4]=2[CH:3]=1.P(Cl)(Cl)([Cl:14])=O, predict the reaction product. The product is: [Cl:14][C:7]1[NH:8][C:4]2[CH:3]=[C:2]([CH3:1])[CH:11]=[CH:10][C:5]=2[N:6]=1.